Dataset: Catalyst prediction with 721,799 reactions and 888 catalyst types from USPTO. Task: Predict which catalyst facilitates the given reaction. Reactant: [NH2:1][C@@H:2]([CH2:19][C:20]1[CH:25]=[CH:24][C:23]([F:26])=[CH:22][CH:21]=1)[C:3]([NH:5][C:6]1[N:10]([CH3:11])[N:9]=[C:8]([C:12]2[CH:17]=[CH:16][N:15]=[C:14]([CH3:18])[CH:13]=2)[CH:7]=1)=[O:4].CCN(C(C)C)C(C)C.O.[C:37]([OH:41])(=[O:40])[CH:38]=O.C(O[BH-](OC(=O)C)OC(=O)C)(=O)C.[Na+].[Cl:56]CCCl. The catalyst class is: 52. Product: [ClH:56].[ClH:56].[F:26][C:23]1[CH:22]=[CH:21][C:20]([CH2:19][C@H:2]([NH:1][CH2:38][C:37]([OH:41])=[O:40])[C:3]([NH:5][C:6]2[N:10]([CH3:11])[N:9]=[C:8]([C:12]3[CH:17]=[CH:16][N:15]=[C:14]([CH3:18])[CH:13]=3)[CH:7]=2)=[O:4])=[CH:25][CH:24]=1.